Dataset: Peptide-MHC class I binding affinity with 185,985 pairs from IEDB/IMGT. Task: Regression. Given a peptide amino acid sequence and an MHC pseudo amino acid sequence, predict their binding affinity value. This is MHC class I binding data. (1) The peptide sequence is AQSRTLLAG. The MHC is Mamu-A20102 with pseudo-sequence Mamu-A20102. The binding affinity (normalized) is 0.0816. (2) The peptide sequence is SGDPNALLK. The MHC is HLA-A11:01 with pseudo-sequence HLA-A11:01. The binding affinity (normalized) is 0.510. (3) The peptide sequence is ALRQARAAF. The MHC is HLA-B15:01 with pseudo-sequence HLA-B15:01. The binding affinity (normalized) is 0.770. (4) The peptide sequence is RRRWRRLTV. The MHC is HLA-B58:01 with pseudo-sequence HLA-B58:01. The binding affinity (normalized) is 0. (5) The binding affinity (normalized) is 0.0173. The peptide sequence is YTVKRPNL. The MHC is H-2-Db with pseudo-sequence H-2-Db.